From a dataset of Reaction yield outcomes from USPTO patents with 853,638 reactions. Predict the reaction yield, written as a fraction of the theoretical maximum amount of product (1.0 means a 100% yield; for example, 0.34 means a 34% yield). (1) The reactants are C[C:2]1(C)[O:6][C:5](=[CH:7][C:8]([N:10]([CH2:13][C:14]2[CH:19]=[CH:18][C:17]([F:20])=[C:16]([CH3:21])[CH:15]=2)[O:11][CH3:12])=[O:9])[C:4](=[O:22])[O:3]1. The catalyst is CO. The product is [CH3:2][O:3][C:4](=[O:22])[C:5]([OH:6])=[CH:7][C:8](=[O:9])[N:10]([CH2:13][C:14]1[CH:19]=[CH:18][C:17]([F:20])=[C:16]([CH3:21])[CH:15]=1)[O:11][CH3:12]. The yield is 0.320. (2) The reactants are C1(C)C=CC(S([NH:10][C:11]2[CH:48]=[CH:47][N:14]([C@@H:15]3[O:46][C@H:20]([CH2:21][O:22][C:23]([C:40]4[CH:45]=[CH:44][CH:43]=[CH:42][CH:41]=4)([C:32]4[CH:37]=[CH:36][C:35]([O:38][CH3:39])=[CH:34][CH:33]=4)[C:24]4[CH:29]=[CH:28][C:27]([O:30][CH3:31])=[CH:26][CH:25]=4)[C@@H:18]([OH:19])[C@H:16]3[OH:17])[C:13](=[O:49])[N:12]=2)(=O)=O)=CC=1.N1C=CC=CC=1.[CH2:57]([CH2:62][O:63][CH2:64][CH2:65]N)[O:58][CH2:59][CH2:60][NH2:61].CN. The catalyst is O.CO. The product is [NH2:61][CH2:60][CH2:59][O:58][CH2:57][CH2:62][O:63][CH2:64][CH2:65][NH:10][C:11]1[CH:48]=[CH:47][N:14]([C@@H:15]2[O:46][C@H:20]([CH2:21][O:22][C:23]([C:40]3[CH:45]=[CH:44][CH:43]=[CH:42][CH:41]=3)([C:32]3[CH:33]=[CH:34][C:35]([O:38][CH3:39])=[CH:36][CH:37]=3)[C:24]3[CH:25]=[CH:26][C:27]([O:30][CH3:31])=[CH:28][CH:29]=3)[C@@H:18]([OH:19])[C@H:16]2[OH:17])[C:13](=[O:49])[N:12]=1. The yield is 0.820. (3) The reactants are C([O:8][C:9]1[CH:14]=[CH:13][C:12]([N+:15]([O-])=O)=[C:11]([F:18])[C:10]=1[CH3:19])C1C=CC=CC=1. The catalyst is CO.[Pd]. The product is [NH2:15][C:12]1[CH:13]=[CH:14][C:9]([OH:8])=[C:10]([CH3:19])[C:11]=1[F:18]. The yield is 0.960.